From a dataset of Forward reaction prediction with 1.9M reactions from USPTO patents (1976-2016). Predict the product of the given reaction. (1) Given the reactants [Si:1]([O:18][C@H:19]1[CH2:24][C@H:23]2[CH2:25][C@@H:20]1[CH2:21][C:22]2=[O:26])([C:14]([CH3:17])([CH3:16])[CH3:15])([C:8]1[CH:13]=[CH:12][CH:11]=[CH:10][CH:9]=1)[C:2]1[CH:7]=[CH:6][CH:5]=[CH:4][CH:3]=1.CCC(C)[BH-](C(C)CC)C(C)CC.[Li+], predict the reaction product. The product is: [Si:1]([O:18][C@H:19]1[CH2:24][C@H:23]2[CH2:25][C@@H:20]1[CH2:21][C@H:22]2[OH:26])([C:14]([CH3:17])([CH3:15])[CH3:16])([C:8]1[CH:13]=[CH:12][CH:11]=[CH:10][CH:9]=1)[C:2]1[CH:7]=[CH:6][CH:5]=[CH:4][CH:3]=1. (2) Given the reactants C1C=C[NH+]=CC=1.[O-][Cr](Cl)(=O)=O.[CH3:12][O:13][C:14](=[O:29])[CH2:15][N:16]1[C:21]2[CH:22]=[C:23]([CH2:26][OH:27])[CH:24]=[CH:25][C:20]=2[O:19][CH2:18][C:17]1=[O:28], predict the reaction product. The product is: [CH3:12][O:13][C:14](=[O:29])[CH2:15][N:16]1[C:21]2[CH:22]=[C:23]([CH:26]=[O:27])[CH:24]=[CH:25][C:20]=2[O:19][CH2:18][C:17]1=[O:28]. (3) Given the reactants [F:1][C:2]1[CH:3]=[C:4]([C:35]2[C:36]([C:41]#[N:42])=[CH:37][CH:38]=[CH:39][CH:40]=2)[CH:5]=[CH:6][C:7]=1[CH2:8][C:9]1[C:10](=[O:34])[N:11]([C@H:21]2[CH2:26][CH2:25][C@H:24]([O:27][C@H:28]3[C:32](=[O:33])[CH2:31][O:30][CH2:29]3)[CH2:23][CH2:22]2)[C:12]2[N:13]([N:18]=[CH:19][N:20]=2)[C:14]=1[CH2:15][CH2:16][CH3:17].[CH3:43][Mg]Br.[Cl-].[NH4+], predict the reaction product. The product is: [F:1][C:2]1[CH:3]=[C:4]([C:35]2[C:36]([C:41]#[N:42])=[CH:37][CH:38]=[CH:39][CH:40]=2)[CH:5]=[CH:6][C:7]=1[CH2:8][C:9]1[C:10](=[O:34])[N:11]([C@H:21]2[CH2:22][CH2:23][C@H:24]([O:27][CH:28]3[C:32]([OH:33])([CH3:43])[CH2:31][O:30][CH2:29]3)[CH2:25][CH2:26]2)[C:12]2[N:13]([N:18]=[CH:19][N:20]=2)[C:14]=1[CH2:15][CH2:16][CH3:17]. (4) The product is: [N+:8]([C:7]1[C:2]([NH:11][C:12]2[CH:17]=[CH:16][CH:15]=[CH:14][CH:13]=2)=[N:3][CH:4]=[CH:5][CH:6]=1)([O-:10])=[O:9]. Given the reactants Cl[C:2]1[C:7]([N+:8]([O-:10])=[O:9])=[CH:6][CH:5]=[CH:4][N:3]=1.[NH2:11][C:12]1[CH:17]=[CH:16][CH:15]=[CH:14][CH:13]=1.C(N(CC)CC)C, predict the reaction product. (5) Given the reactants Cl[C:2]1[N:7]=[CH:6][N:5]=[C:4]([C:8]([NH:10][C:11]2[CH:12]=[C:13]3[C:17](=[CH:18][CH:19]=2)[NH:16][N:15]=[CH:14]3)=[O:9])[CH:3]=1.[CH:20]1([NH:26][CH2:27][CH2:28][O:29][CH3:30])[CH2:25][CH2:24][CH2:23][CH2:22][CH2:21]1, predict the reaction product. The product is: [CH:20]1([N:26]([CH2:27][CH2:28][O:29][CH3:30])[C:2]2[N:7]=[CH:6][N:5]=[C:4]([C:8]([NH:10][C:11]3[CH:12]=[C:13]4[C:17](=[CH:18][CH:19]=3)[NH:16][N:15]=[CH:14]4)=[O:9])[CH:3]=2)[CH2:25][CH2:24][CH2:23][CH2:22][CH2:21]1. (6) Given the reactants CCN=C=NCCCN(C)C.C1C=CC2N(O)N=NC=2C=1.[CH3:22][CH:23]([O:25][C:26]1[N:31]=[CH:30][C:29]([C:32]([OH:34])=O)=[CH:28][C:27]=1[O:35][CH3:36])[CH3:24].O[NH:38]/[C:39](=[N:56]\[H])/[C:40]1[CH:48]=[C:47]2[C:43]([C:44]([CH2:49][CH2:50][C:51]([O:53][CH2:54][CH3:55])=[O:52])=[CH:45][NH:46]2)=[CH:42][CH:41]=1.CCCC[N+](CCCC)(CCCC)CCCC.[F-], predict the reaction product. The product is: [CH3:24][CH:23]([O:25][C:26]1[N:31]=[CH:30][C:29]([C:32]2[O:34][N:56]=[C:39]([C:40]3[CH:48]=[C:47]4[C:43]([C:44]([CH2:49][CH2:50][C:51]([O:53][CH2:54][CH3:55])=[O:52])=[CH:45][NH:46]4)=[CH:42][CH:41]=3)[N:38]=2)=[CH:28][C:27]=1[O:35][CH3:36])[CH3:22].